Dataset: Forward reaction prediction with 1.9M reactions from USPTO patents (1976-2016). Task: Predict the product of the given reaction. Given the reactants C[Si]([N-][Si](C)(C)C)(C)C.[Na+].[Br-].C1([P+](C2C=CC=CC=2)(C2C=CC=CC=2)[CH2:19][C:20]2[CH:25]=[CH:24][CH:23]=[CH:22][C:21]=2[C:26]([F:29])([F:28])[F:27])C=CC=CC=1.[C:42]([N:49]1[CH2:54][CH2:53][C:52](=O)[CH2:51][CH2:50]1)([O:44][C:45]([CH3:48])([CH3:47])[CH3:46])=[O:43].Cl, predict the reaction product. The product is: [F:29][C:26]([F:27])([F:28])[C:21]1[CH:22]=[CH:23][CH:24]=[CH:25][C:20]=1[CH:19]=[C:52]1[CH2:53][CH2:54][N:49]([C:42]([O:44][C:45]([CH3:48])([CH3:47])[CH3:46])=[O:43])[CH2:50][CH2:51]1.